The task is: Regression. Given two drug SMILES strings and cell line genomic features, predict the synergy score measuring deviation from expected non-interaction effect.. This data is from NCI-60 drug combinations with 297,098 pairs across 59 cell lines. (1) Drug 1: CC(CN1CC(=O)NC(=O)C1)N2CC(=O)NC(=O)C2. Drug 2: CCCS(=O)(=O)NC1=C(C(=C(C=C1)F)C(=O)C2=CNC3=C2C=C(C=N3)C4=CC=C(C=C4)Cl)F. Cell line: SN12C. Synergy scores: CSS=11.2, Synergy_ZIP=-5.36, Synergy_Bliss=-3.01, Synergy_Loewe=-5.22, Synergy_HSA=-4.77. (2) Drug 1: CN1CCC(CC1)COC2=C(C=C3C(=C2)N=CN=C3NC4=C(C=C(C=C4)Br)F)OC. Drug 2: CC12CCC3C(C1CCC2OP(=O)(O)O)CCC4=C3C=CC(=C4)OC(=O)N(CCCl)CCCl.[Na+]. Cell line: NCI/ADR-RES. Synergy scores: CSS=2.06, Synergy_ZIP=-1.65, Synergy_Bliss=-2.03, Synergy_Loewe=-7.62, Synergy_HSA=-2.83. (3) Cell line: MDA-MB-231. Synergy scores: CSS=17.0, Synergy_ZIP=-6.45, Synergy_Bliss=-4.82, Synergy_Loewe=-7.26, Synergy_HSA=-3.75. Drug 1: C1=CC(=CC=C1CCCC(=O)O)N(CCCl)CCCl. Drug 2: C1=CC=C(C(=C1)C(C2=CC=C(C=C2)Cl)C(Cl)Cl)Cl. (4) Drug 2: CN(CCCl)CCCl.Cl. Drug 1: CC1C(C(CC(O1)OC2CC(CC3=C2C(=C4C(=C3O)C(=O)C5=C(C4=O)C(=CC=C5)OC)O)(C(=O)CO)O)N)O.Cl. Synergy scores: CSS=45.8, Synergy_ZIP=-5.22, Synergy_Bliss=-3.35, Synergy_Loewe=-18.9, Synergy_HSA=-0.830. Cell line: SNB-19. (5) Drug 1: CC12CCC3C(C1CCC2O)C(CC4=C3C=CC(=C4)O)CCCCCCCCCS(=O)CCCC(C(F)(F)F)(F)F. Drug 2: CS(=O)(=O)OCCCCOS(=O)(=O)C. Cell line: ACHN. Synergy scores: CSS=7.40, Synergy_ZIP=-2.87, Synergy_Bliss=1.36, Synergy_Loewe=-4.23, Synergy_HSA=-2.30. (6) Drug 1: CN(C)N=NC1=C(NC=N1)C(=O)N. Drug 2: C1CC(C1)(C(=O)O)C(=O)O.[NH2-].[NH2-].[Pt+2]. Cell line: MDA-MB-231. Synergy scores: CSS=10.9, Synergy_ZIP=-3.39, Synergy_Bliss=-0.561, Synergy_Loewe=-10.2, Synergy_HSA=-3.33.